Dataset: Catalyst prediction with 721,799 reactions and 888 catalyst types from USPTO. Task: Predict which catalyst facilitates the given reaction. (1) Reactant: [F:1][C:2]1[C:3]([C:9]([NH:11][C:12](=[O:14])[CH3:13])=[CH2:10])=[N:4][CH:5]=[C:6]([F:8])[CH:7]=1. Product: [F:1][C:2]1[C:3]([C@@H:9]([NH:11][C:12](=[O:14])[CH3:13])[CH3:10])=[N:4][CH:5]=[C:6]([F:8])[CH:7]=1. The catalyst class is: 5. (2) Reactant: [C:1]([O:5][C:6]([N:8]1[CH2:13][CH2:12][O:11][CH:10]([C:14]2[CH:19]=[CH:18][C:17](Br)=[C:16]([F:21])[CH:15]=2)[CH2:9]1)=[O:7])([CH3:4])([CH3:3])[CH3:2].[CH2:22]([O:24][C:25]1[CH:26]=[N:27][C:28]([NH2:31])=[N:29][CH:30]=1)[CH3:23]. Product: [C:1]([O:5][C:6]([N:8]1[CH2:13][CH2:12][O:11][CH:10]([C:14]2[CH:19]=[CH:18][C:17]([NH:31][C:28]3[N:29]=[CH:30][C:25]([O:24][CH2:22][CH3:23])=[CH:26][N:27]=3)=[C:16]([F:21])[CH:15]=2)[CH2:9]1)=[O:7])([CH3:4])([CH3:3])[CH3:2]. The catalyst class is: 12. (3) Reactant: [CH2:1]([C@@:4]1([CH3:25])[CH2:9][C@H:8]([C:10]2[CH:15]=[CH:14][CH:13]=[C:12]([Cl:16])[CH:11]=2)[C@@H:7]([C:17]2[CH:22]=[CH:21][C:20]([Cl:23])=[CH:19][CH:18]=2)[NH:6][C:5]1=[O:24])[CH:2]=[CH2:3].I[C:27]1[CH:32]=[N:31][CH:30]=[CH:29][N:28]=1.C(=O)([O-])[O-].[Cs+].[Cs+].CN(CCN(C)C)C. Product: [CH2:1]([C@@:4]1([CH3:25])[CH2:9][C@H:8]([C:10]2[CH:15]=[CH:14][CH:13]=[C:12]([Cl:16])[CH:11]=2)[C@@H:7]([C:17]2[CH:22]=[CH:21][C:20]([Cl:23])=[CH:19][CH:18]=2)[N:6]([C:27]2[CH:32]=[N:31][CH:30]=[CH:29][N:28]=2)[C:5]1=[O:24])[CH:2]=[CH2:3]. The catalyst class is: 185. (4) Reactant: O[CH2:2][CH2:3][CH2:4][CH2:5][O:6][C:7]1[C:12]([CH3:13])=[CH:11][C:10]([C:14]2[NH:23][C:22](=[O:24])[C:21]3[C:16](=[CH:17][C:18]([O:27][CH3:28])=[CH:19][C:20]=3[O:25][CH3:26])[N:15]=2)=[CH:9][C:8]=1[CH3:29].C1C=CC(P(C2C=CC=CC=2)C2C=CC=CC=2)=CC=1.C(Br)(Br)(Br)[Br:50]. Product: [Br:50][CH2:2][CH2:3][CH2:4][CH2:5][O:6][C:7]1[C:12]([CH3:13])=[CH:11][C:10]([C:14]2[NH:23][C:22](=[O:24])[C:21]3[C:16](=[CH:17][C:18]([O:27][CH3:28])=[CH:19][C:20]=3[O:25][CH3:26])[N:15]=2)=[CH:9][C:8]=1[CH3:29]. The catalyst class is: 3. (5) Reactant: [N:1]1([C:7](Cl)=[O:8])[CH2:6][CH2:5][O:4][CH2:3][CH2:2]1.N1C=CC=CC=1.Cl.[CH2:17]([O:24][N:25]1[C:31](=[O:32])[N:30]2[CH2:33][C@H:26]1[CH2:27][CH2:28][C@H:29]2[C:34]([NH:36][NH2:37])=[O:35])[C:18]1[CH:23]=[CH:22][CH:21]=[CH:20][CH:19]=1. Product: [CH2:17]([O:24][N:25]1[C:31](=[O:32])[N:30]2[CH2:33][C@H:26]1[CH2:27][CH2:28][C@H:29]2[C:34]([NH:36][NH:37][C:7]([N:1]1[CH2:6][CH2:5][O:4][CH2:3][CH2:2]1)=[O:8])=[O:35])[C:18]1[CH:23]=[CH:22][CH:21]=[CH:20][CH:19]=1. The catalyst class is: 79. (6) Reactant: [Br:1][C:2]1[CH:6]=[CH:5][O:4][C:3]=1[CH:7]=O.[NH:9]1[CH2:14][CH2:13][O:12][CH2:11][CH2:10]1.C(O[BH-](OC(=O)C)OC(=O)C)(=O)C.[Na+]. Product: [Br:1][C:2]1[CH:6]=[CH:5][O:4][C:3]=1[CH2:7][N:9]1[CH2:14][CH2:13][O:12][CH2:11][CH2:10]1. The catalyst class is: 91. (7) Reactant: CC(C)([O-])C.[K+].[CH3:7][C:8]1[NH:12][C:11]([C:13]([O:15][CH2:16][CH3:17])=[O:14])=[C:10]([C:18]2[CH:23]=[CH:22][CH:21]=[CH:20][CH:19]=2)[C:9]=1[C:24]([O:26][CH2:27][CH3:28])=[O:25].[CH2:29]([O:31][CH2:32]Cl)[CH3:30]. Product: [CH2:29]([O:31][CH2:32][N:12]1[C:8]([CH3:7])=[C:9]([C:24]([O:26][CH2:27][CH3:28])=[O:25])[C:10]([C:18]2[CH:23]=[CH:22][CH:21]=[CH:20][CH:19]=2)=[C:11]1[C:13]([O:15][CH2:16][CH3:17])=[O:14])[CH3:30]. The catalyst class is: 16.